From a dataset of Forward reaction prediction with 1.9M reactions from USPTO patents (1976-2016). Predict the product of the given reaction. (1) Given the reactants [CH:1]1([C@@H:4]2[N:7]([C:8]3[CH:13]=[CH:12][C:11]([O:14][CH3:15])=[CH:10][CH:9]=3)[C:6](=[O:16])[C@@H:5]2[OH:17])[CH2:3][CH2:2]1.[CH:18]([Si:21](Cl)([CH:25]([CH3:27])[CH3:26])[CH:22]([CH3:24])[CH3:23])([CH3:20])[CH3:19], predict the reaction product. The product is: [CH:1]1([C@@H:4]2[N:7]([C:8]3[CH:13]=[CH:12][C:11]([O:14][CH3:15])=[CH:10][CH:9]=3)[C:6](=[O:16])[C@@H:5]2[O:17][Si:21]([CH:25]([CH3:27])[CH3:26])([CH:22]([CH3:24])[CH3:23])[CH:18]([CH3:20])[CH3:19])[CH2:2][CH2:3]1. (2) Given the reactants [OH:1][C:2]([C:5]1[N:10]=[CH:9][C:8]([C:11]([O:13]C)=[O:12])=[CH:7][CH:6]=1)([CH3:4])[CH3:3].[Li+:15].[OH-], predict the reaction product. The product is: [OH:1][C:2]([C:5]1[N:10]=[CH:9][C:8]([C:11]([O-:13])=[O:12])=[CH:7][CH:6]=1)([CH3:3])[CH3:4].[Li+:15]. (3) Given the reactants [CH3:1][NH:2][C:3]1[CH:4]=[N:5][CH:6]=[CH:7][C:8]=1[C:9]1[CH:14]=[CH:13][CH:12]=[CH:11][C:10]=1[CH3:15].[CH3:16][C:17]1[CH:18]=[C:19]([CH:23]=[C:24]([C:26]([F:29])([F:28])[F:27])[CH:25]=1)[C:20]([OH:22])=O, predict the reaction product. The product is: [CH3:16][C:17]1[CH:18]=[C:19]([CH:23]=[C:24]([C:26]([F:29])([F:28])[F:27])[CH:25]=1)[C:20]([N:2]([CH3:1])[C:3]1[CH:4]=[N:5][CH:6]=[CH:7][C:8]=1[C:9]1[CH:14]=[CH:13][CH:12]=[CH:11][C:10]=1[CH3:15])=[O:22]. (4) The product is: [N:1]1([CH2:7][CH2:8][NH:9][C:10](=[O:42])[C@H:11]([CH:39]([CH3:41])[CH3:40])[CH2:12][C@H:13]([OH:38])[C@@H:14]([NH2:35])[CH2:15][C@H:16]([CH2:20][C:21]2[CH:26]=[CH:25][C:24]([O:27][CH3:28])=[C:23]([O:29][CH2:30][CH2:31][CH2:32][O:33][CH3:34])[CH:22]=2)[CH:17]([CH3:19])[CH3:18])[CH2:6][CH2:5][CH2:4][CH2:3][CH2:2]1. Given the reactants [N:1]1([CH2:7][CH2:8][NH:9][C:10](=[O:42])[C@H:11]([CH:39]([CH3:41])[CH3:40])[CH2:12][C@H:13]([OH:38])[C@@H:14]([N:35]=[N+]=[N-])[CH2:15][C@H:16]([CH2:20][C:21]2[CH:26]=[CH:25][C:24]([O:27][CH3:28])=[C:23]([O:29][CH2:30][CH2:31][CH2:32][O:33][CH3:34])[CH:22]=2)[CH:17]([CH3:19])[CH3:18])[CH2:6][CH2:5][CH2:4][CH2:3][CH2:2]1, predict the reaction product. (5) Given the reactants [CH3:1][Si:2]([CH3:31])([CH3:30])[CH2:3][CH2:4][O:5][CH2:6][N:7]([CH2:22][O:23][CH2:24][CH2:25][Si:26]([CH3:29])([CH3:28])[CH3:27])[S:8]([C:11]1[CH:12]=[C:13]([CH2:17][C:18](OC)=[O:19])[CH:14]=[CH:15][CH:16]=1)(=[O:10])=[O:9].[H-].[Al+3].[Li+].[H-].[H-].[H-], predict the reaction product. The product is: [OH:19][CH2:18][CH2:17][C:13]1[CH:12]=[C:11]([S:8]([N:7]([CH2:22][O:23][CH2:24][CH2:25][Si:26]([CH3:27])([CH3:29])[CH3:28])[CH2:6][O:5][CH2:4][CH2:3][Si:2]([CH3:30])([CH3:31])[CH3:1])(=[O:10])=[O:9])[CH:16]=[CH:15][CH:14]=1. (6) The product is: [Cl:9][C:10]1[CH:15]=[CH:14][C:13]([CH:4]2[CH2:5][C:6](=[O:7])[N:2]([O:1][CH3:18])[C:3]2=[O:8])=[CH:12][N:11]=1. Given the reactants [OH:1][N:2]1[C:6](=[O:7])[CH2:5][CH2:4][C:3]1=[O:8].[Cl:9][C:10]1[CH:15]=[CH:14][C:13](CCl)=[CH:12][N:11]=1.[CH3:18]N(C=O)C.C([O-])([O-])=O.[K+].[K+], predict the reaction product.